From a dataset of Forward reaction prediction with 1.9M reactions from USPTO patents (1976-2016). Predict the product of the given reaction. (1) Given the reactants [C:1]([NH:6][CH:7]([B:20]1[O:28][CH:27]2[C:22]([CH3:32])([CH:23]3[CH2:29][CH:25]([CH2:26]2)[C:24]3([CH3:31])[CH3:30])[O:21]1)[CH2:8][C:9]1[C:10]([O:18][CH3:19])=[C:11]([CH:15]=[CH:16][CH:17]=1)[C:12]([OH:14])=[O:13])(=[O:5])[CH2:2][CH2:3][CH3:4].[C:33]([O:39][CH2:40]Cl)(=[O:38])[C:34]([CH3:37])([CH3:36])[CH3:35], predict the reaction product. The product is: [CH3:35][C:34]([CH3:37])([CH3:36])[C:33]([O:39][CH2:40][O:13][C:12](=[O:14])[C:11]1[CH:15]=[CH:16][CH:17]=[C:9]([CH2:8][CH:7]([NH:6][C:1](=[O:5])[CH2:2][CH2:3][CH3:4])[B:20]2[O:28][CH:27]3[C:22]([CH3:32])([CH:23]4[CH2:29][CH:25]([CH2:26]3)[C:24]4([CH3:31])[CH3:30])[O:21]2)[C:10]=1[O:18][CH3:19])=[O:38]. (2) Given the reactants [OH-].[Na+].[Cl:3][C:4]1[CH:9]=[C:8]([F:10])[CH:7]=[CH:6][C:5]=1[C:11]1[C:16]([O:17][CH2:18][CH3:19])=[CH:15][C:14]([CH2:20][N:21]2[CH2:24][C:23]3([CH2:28][C:27]([N:29]4[CH2:34][CH2:33][C:32]([CH2:40][CH3:41])([C:35]([O:37]CC)=[O:36])[CH2:31][CH2:30]4)=[N:26][O:25]3)[CH2:22]2)=[CH:13][C:12]=1[O:42][CH2:43][CH3:44], predict the reaction product. The product is: [Cl:3][C:4]1[CH:9]=[C:8]([F:10])[CH:7]=[CH:6][C:5]=1[C:11]1[C:12]([O:42][CH2:43][CH3:44])=[CH:13][C:14]([CH2:20][N:21]2[CH2:22][C:23]3([CH2:28][C:27]([N:29]4[CH2:34][CH2:33][C:32]([CH2:40][CH3:41])([C:35]([OH:37])=[O:36])[CH2:31][CH2:30]4)=[N:26][O:25]3)[CH2:24]2)=[CH:15][C:16]=1[O:17][CH2:18][CH3:19]. (3) Given the reactants [CH3:1][O:2][C:3]1[CH:4]=[C:5]2[C:10](=[CH:11][C:12]=1[O:13][CH3:14])[N:9]=[CH:8][CH:7]=[C:6]2[O:15][C:16]1[CH:22]=[CH:21][C:19]([NH2:20])=[C:18]([CH3:23])[C:17]=1[CH3:24].Cl[C:26](Cl)([O:28]C(=O)OC(Cl)(Cl)Cl)Cl.[CH3:37][CH2:38][CH:39]([OH:44])[CH2:40][CH2:41][CH2:42][CH3:43].C(=O)(O)[O-].[Na+], predict the reaction product. The product is: [CH3:1][O:2][C:3]1[CH:4]=[C:5]2[C:10](=[CH:11][C:12]=1[O:13][CH3:14])[N:9]=[CH:8][CH:7]=[C:6]2[O:15][C:16]1[CH:22]=[CH:21][C:19]([NH:20][C:26](=[O:28])[O:44][CH:39]([CH2:38][CH3:37])[CH2:40][CH2:41][CH2:42][CH3:43])=[C:18]([CH3:23])[C:17]=1[CH3:24]. (4) The product is: [F:21][C:22]([F:32])([F:33])[C:23]1[CH:31]=[CH:30][CH:29]=[CH:28][C:24]=1[C:25]([N:4]1[CH2:5][CH2:6][N:1]([C:7]([O:9][C:10]([CH3:13])([CH3:12])[CH3:11])=[O:8])[CH2:2][CH2:3]1)=[O:26]. Given the reactants [N:1]1([C:7]([O:9][C:10]([CH3:13])([CH3:12])[CH3:11])=[O:8])[CH2:6][CH2:5][NH:4][CH2:3][CH2:2]1.C(N(CC)CC)C.[F:21][C:22]([F:33])([F:32])[C:23]1[CH:31]=[CH:30][CH:29]=[CH:28][C:24]=1[C:25](Cl)=[O:26], predict the reaction product. (5) Given the reactants CC(C)C(O)=O.CSP1(=S)SP(=S)(SC)S1.[NH2:17][CH2:18][C:19]#[N:20].[CH3:21][CH:22]([CH3:27])[C:23](SC)=[S:24], predict the reaction product. The product is: [CH:22]([C:23]1[S:24][C:18]([NH2:17])=[CH:19][N:20]=1)([CH3:27])[CH3:21]. (6) Given the reactants C(OC([NH:8][C@@H:9]([C:46]([CH3:49])([CH3:48])[CH3:47])[C:10]([N:12]1[C@H:21]([C:22]([N:24]([CH2:35][C:36]2[CH:45]=[CH:44][C:39]([C:40]([O:42][CH3:43])=[O:41])=[CH:38][CH:37]=2)[C@@H:25]([C:27]2[CH:32]=[CH:31][CH:30]=[C:29]([F:33])[C:28]=2[F:34])[CH3:26])=[O:23])[CH2:20][C:19]2[C:14](=[CH:15][CH:16]=[CH:17][CH:18]=2)[CH2:13]1)=[O:11])=O)(C)(C)C.C(O)(C(F)(F)F)=O, predict the reaction product. The product is: [NH2:8][C@@H:9]([C:46]([CH3:47])([CH3:49])[CH3:48])[C:10]([N:12]1[C@H:21]([C:22]([N:24]([CH2:35][C:36]2[CH:45]=[CH:44][C:39]([C:40]([O:42][CH3:43])=[O:41])=[CH:38][CH:37]=2)[C@@H:25]([C:27]2[CH:32]=[CH:31][CH:30]=[C:29]([F:33])[C:28]=2[F:34])[CH3:26])=[O:23])[CH2:20][C:19]2[C:14](=[CH:15][CH:16]=[CH:17][CH:18]=2)[CH2:13]1)=[O:11]. (7) Given the reactants [CH3:1][O:2][C:3]1[CH:4]=[C:5]2[C:10](=[CH:11][CH:12]=1)[N+:9]([O-])=[CH:8][CH:7]=[CH:6]2.CC(OC(C)=O)=[O:16], predict the reaction product. The product is: [CH3:1][O:2][C:3]1[CH:4]=[C:5]2[C:10](=[CH:11][CH:12]=1)[N:9]=[C:8]([OH:16])[CH:7]=[CH:6]2. (8) Given the reactants [Cl:1][C:2]1[CH:3]=[C:4]([C:8]2[CH:20]=[CH:19][C:11]([C:12]([O:14]C(C)(C)C)=[O:13])=[C:10]([NH:21][C:22](=[O:30])[C:23]3[CH:28]=[CH:27][C:26]([F:29])=[CH:25][CH:24]=3)[CH:9]=2)[CH:5]=[CH:6][CH:7]=1, predict the reaction product. The product is: [Cl:1][C:2]1[CH:3]=[C:4]([C:8]2[CH:20]=[CH:19][C:11]([C:12]([OH:14])=[O:13])=[C:10]([NH:21][C:22](=[O:30])[C:23]3[CH:28]=[CH:27][C:26]([F:29])=[CH:25][CH:24]=3)[CH:9]=2)[CH:5]=[CH:6][CH:7]=1.